Dataset: Forward reaction prediction with 1.9M reactions from USPTO patents (1976-2016). Task: Predict the product of the given reaction. Given the reactants [CH3:1][O:2][C:3]([NH:5][C@H:6]([C:20]([NH:22][CH2:23][CH2:24][CH:25]([F:49])[CH2:26][C@@H:27]([C:44]([O:46][CH2:47][CH3:48])=[O:45])[N:28]([S:32]([C:35]1[CH:40]=[CH:39][C:38]([N+:41]([O-])=O)=[CH:37][CH:36]=1)(=[O:34])=[O:33])[CH:29]([CH3:31])[CH3:30])=[O:21])[CH:7]([C:14]1[CH:19]=[CH:18][CH:17]=[CH:16][CH:15]=1)[C:8]1[CH:13]=[CH:12][CH:11]=[CH:10][CH:9]=1)=[O:4], predict the reaction product. The product is: [CH3:1][O:2][C:3]([NH:5][C@H:6]([C:20]([NH:22][CH2:23][CH2:24][CH:25]([F:49])[CH2:26][C@@H:27]([C:44]([O:46][CH2:47][CH3:48])=[O:45])[N:28]([S:32]([C:35]1[CH:40]=[CH:39][C:38]([NH2:41])=[CH:37][CH:36]=1)(=[O:34])=[O:33])[CH:29]([CH3:31])[CH3:30])=[O:21])[CH:7]([C:8]1[CH:9]=[CH:10][CH:11]=[CH:12][CH:13]=1)[C:14]1[CH:19]=[CH:18][CH:17]=[CH:16][CH:15]=1)=[O:4].